This data is from Reaction yield outcomes from USPTO patents with 853,638 reactions. The task is: Predict the reaction yield, written as a fraction of the theoretical maximum amount of product (1.0 means a 100% yield; for example, 0.34 means a 34% yield). (1) The yield is 0.380. The reactants are [N+:1]([C:4]1[S:8][CH:7]=[C:6]([C:9]#[N:10])[C:5]=1[C:11]1[N:12]=[CH:13][S:14][CH:15]=1)([O-])=O.O.O.[Sn](Cl)Cl. The catalyst is C(OCC)(=O)C. The product is [NH2:1][C:4]1[S:8][CH:7]=[C:6]([C:9]#[N:10])[C:5]=1[C:11]1[N:12]=[CH:13][S:14][CH:15]=1. (2) The reactants are CO.[Na].[C:4]([O:12]C)(=O)[C:5]1[CH:10]=[CH:9][CH:8]=[CH:7][CH:6]=1.[C:14]([C:17]1[CH:22]=[CH:21][CH:20]=[CH:19][CH:18]=1)(=[O:16])[CH3:15].Cl. The catalyst is C1(C)C(C)=CC=CC=1. The product is [C:17]1([C:14](=[O:16])[CH2:15][C:4]([C:5]2[CH:6]=[CH:7][CH:8]=[CH:9][CH:10]=2)=[O:12])[CH:22]=[CH:21][CH:20]=[CH:19][CH:18]=1. The yield is 0.630.